Dataset: Full USPTO retrosynthesis dataset with 1.9M reactions from patents (1976-2016). Task: Predict the reactants needed to synthesize the given product. (1) Given the product [F:1][C:2]([F:14])([F:15])[O:3][C:4]1[CH:5]=[C:6]2[C:10](=[CH:11][CH:12]=1)[CH:9]([OH:13])[CH2:8][CH2:7]2, predict the reactants needed to synthesize it. The reactants are: [F:1][C:2]([F:15])([F:14])[O:3][C:4]1[CH:5]=[C:6]2[C:10](=[CH:11][CH:12]=1)[C:9](=[O:13])[CH2:8][CH2:7]2.CO. (2) Given the product [F:1][C:2]([F:16])([F:15])[CH2:3][C:4]([C:6]1[CH:11]=[CH:10][CH:9]=[C:8]([N+:12]([O-:14])=[O:13])[CH:7]=1)=[N:18][NH2:19], predict the reactants needed to synthesize it. The reactants are: [F:1][C:2]([F:16])([F:15])[CH2:3][C:4]([C:6]1[CH:11]=[CH:10][CH:9]=[C:8]([N+:12]([O-:14])=[O:13])[CH:7]=1)=O.O.[NH2:18][NH2:19]. (3) Given the product [NH2:29][CH2:30][C:31]1[CH:39]=[CH:38][C:34]([C:35]([NH:6][C:5]2[CH:7]=[C:8]([F:9])[C:2]([Cl:1])=[CH:3][C:4]=2[N:10]2[CH2:11][CH2:12][N:13]([CH2:16][CH2:17][C:18]([F:20])([F:21])[F:19])[CH2:14][CH2:15]2)=[O:36])=[C:33]([F:40])[C:32]=1[F:41], predict the reactants needed to synthesize it. The reactants are: [Cl:1][C:2]1[C:8]([F:9])=[CH:7][C:5]([NH2:6])=[C:4]([N:10]2[CH2:15][CH2:14][N:13]([CH2:16][CH2:17][C:18]([F:21])([F:20])[F:19])[CH2:12][CH2:11]2)[CH:3]=1.C(OC([NH:29][CH2:30][C:31]1[CH:39]=[CH:38][C:34]([C:35](O)=[O:36])=[C:33]([F:40])[C:32]=1[F:41])=O)(C)(C)C.CN(C(ON1N=NC2C=CC=NC1=2)=[N+](C)C)C.F[P-](F)(F)(F)(F)F. (4) Given the product [F:9][C:10]1[S:14][C:13]([C:7](=[O:6])[CH3:8])=[CH:12][CH:11]=1, predict the reactants needed to synthesize it. The reactants are: C[Mg]Br.CC[O:6][CH2:7][CH3:8].[F:9][C:10]1[S:14][C:13](C#N)=[CH:12][CH:11]=1.Cl.[Na+].[Cl-]. (5) Given the product [C:17]([O:23][CH2:24][N:25]1[CH:29]=[CH:28][C:27]([N:12]2[CH2:13][CH2:14][O:15][C@H:10]([C@@H:2]([OH:1])[C:3]([O:5][C:6]([CH3:9])([CH3:7])[CH3:8])=[O:4])[C:11]2=[O:16])=[N:26]1)(=[O:22])[C:18]([CH3:21])([CH3:20])[CH3:19], predict the reactants needed to synthesize it. The reactants are: [OH:1][C@H:2]([C@H:10]1[O:15][CH2:14][CH2:13][NH:12][C:11]1=[O:16])[C:3]([O:5][C:6]([CH3:9])([CH3:8])[CH3:7])=[O:4].[C:17]([O:23][CH2:24][N:25]1[CH:29]=[CH:28][C:27](I)=[N:26]1)(=[O:22])[C:18]([CH3:21])([CH3:20])[CH3:19].[O-]P([O-])([O-])=O.[K+].[K+].[K+].CN(C)[C@@H]1CCCC[C@H]1N. (6) Given the product [Cl:1][C:2]1[C:7]([CH:17]=[O:18])=[C:6]([Cl:8])[CH:5]=[CH:4][N:3]=1, predict the reactants needed to synthesize it. The reactants are: [Cl:1][C:2]1[CH:7]=[C:6]([Cl:8])[CH:5]=[CH:4][N:3]=1.C([N-]C(C)C)(C)C.[Li+].[CH:17](N1CCCCC1)=[O:18].C(O)(=O)C. (7) Given the product [ClH:32].[CH3:1][O:2][C:3]1[CH:8]=[CH:7][C:6]([S:9]([C:12]2[CH:13]=[CH:14][C:15]3[O:24][C:23]4[CH2:22][CH2:21][NH:20][CH2:19][C:18]=4[C:16]=3[CH:17]=2)(=[O:11])=[O:10])=[CH:5][CH:4]=1, predict the reactants needed to synthesize it. The reactants are: [CH3:1][O:2][C:3]1[CH:8]=[CH:7][C:6]([S:9]([C:12]2[CH:13]=[CH:14][C:15]3[O:24][C:23]4[CH2:22][CH2:21][N:20](C(OC(C)(C)C)=O)[CH2:19][C:18]=4[C:16]=3[CH:17]=2)(=[O:11])=[O:10])=[CH:5][CH:4]=1.[ClH:32]. (8) Given the product [Br:23][C:24]1[CH:29]=[CH:28][C:27]([O:30][C:2]2[N:14]=[C:13]([C:15]3[CH:20]=[CH:19][C:18]([CH3:21])=[C:17]([F:22])[CH:16]=3)[CH:12]=[CH:11][C:3]=2[C:4]([O:6][C:7]([CH3:10])([CH3:9])[CH3:8])=[O:5])=[C:26]([F:31])[CH:25]=1, predict the reactants needed to synthesize it. The reactants are: Cl[C:2]1[N:14]=[C:13]([C:15]2[CH:20]=[CH:19][C:18]([CH3:21])=[C:17]([F:22])[CH:16]=2)[CH:12]=[CH:11][C:3]=1[C:4]([O:6][C:7]([CH3:10])([CH3:9])[CH3:8])=[O:5].[Br:23][C:24]1[CH:29]=[CH:28][C:27]([OH:30])=[C:26]([F:31])[CH:25]=1.C(=O)([O-])[O-].[K+].[K+]. (9) Given the product [Br:20][CH2:18][C:17]([C:5]1[C:6]([O:10][C:11]2[CH:16]=[CH:15][CH:14]=[CH:13][CH:12]=2)=[CH:7][CH:8]=[CH:9][C:4]=1[N+:1]([O-:3])=[O:2])=[O:19], predict the reactants needed to synthesize it. The reactants are: [N+:1]([C:4]1[CH:9]=[CH:8][CH:7]=[C:6]([O:10][C:11]2[CH:16]=[CH:15][CH:14]=[CH:13][CH:12]=2)[C:5]=1[C:17](=[O:19])[CH3:18])([O-:3])=[O:2].[Br:20]Br.P([O-])(OCC)OCC.C(N(CC)CC)C. (10) Given the product [F:31][C:2]([F:1])([F:30])[C:3]1[CH:4]=[C:5]([C:16]2[O:20][N:19]=[C:18]([C:21]3[CH:29]=[CH:28][CH:27]=[C:26]4[C:22]=3[CH2:23][CH2:24][NH:25]4)[N:17]=2)[CH:6]=[CH:7][C:8]=1[O:9][CH:10]([CH3:15])[C:11]([F:12])([F:13])[F:14], predict the reactants needed to synthesize it. The reactants are: [F:1][C:2]([F:31])([F:30])[C:3]1[CH:4]=[C:5]([C:16]2[O:20][N:19]=[C:18]([C:21]3[CH:29]=[CH:28][CH:27]=[C:26]4[C:22]=3[CH:23]=[CH:24][NH:25]4)[N:17]=2)[CH:6]=[CH:7][C:8]=1[O:9][CH:10]([CH3:15])[C:11]([F:14])([F:13])[F:12].B(C#N)([O-])[O-].[Na+].[Na+].[OH-].[Na+].